From a dataset of Full USPTO retrosynthesis dataset with 1.9M reactions from patents (1976-2016). Predict the reactants needed to synthesize the given product. (1) Given the product [CH3:26][O:27][C:28]1[CH:33]=[C:32]([CH2:34][O:35][CH3:36])[CH:31]=[C:30]([O:37][CH3:38])[C:29]=1[C:39]1[N:40]2[N:46]=[C:45]([O:47][CH3:48])[C:44]([NH:49][C:19](=[O:20])[O:21][C:22]([CH3:23])([CH3:24])[CH3:25])=[C:41]2[S:42][CH:43]=1, predict the reactants needed to synthesize it. The reactants are: ClCCl.C(N(CC)CC)C.[C:19](O[C:19]([O:21][C:22]([CH3:25])([CH3:24])[CH3:23])=[O:20])([O:21][C:22]([CH3:25])([CH3:24])[CH3:23])=[O:20].[CH3:26][O:27][C:28]1[CH:33]=[C:32]([CH2:34][O:35][CH3:36])[CH:31]=[C:30]([O:37][CH3:38])[C:29]=1[C:39]1[N:40]2[N:46]=[C:45]([O:47][CH3:48])[C:44]([NH2:49])=[C:41]2[S:42][CH:43]=1. (2) Given the product [C:26]([O:24][C:21]1[CH:22]=[CH:23][C:18]([C:17]2[N:16]=[C:15]3[C:10]([C:11]([NH2:25])=[N:12][CH:13]=[N:14]3)=[N:9][C:8]=2[C:5]2[CH:6]=[CH:7][C:2]([O:1][C:30](=[O:32])[CH3:31])=[CH:3][CH:4]=2)=[CH:19][CH:20]=1)(=[O:28])[CH3:27], predict the reactants needed to synthesize it. The reactants are: [OH:1][C:2]1[CH:7]=[CH:6][C:5]([C:8]2[N:9]=[C:10]3[C:15](=[N:16][C:17]=2[C:18]2[CH:23]=[CH:22][C:21]([OH:24])=[CH:20][CH:19]=2)[N:14]=[CH:13][N:12]=[C:11]3[NH2:25])=[CH:4][CH:3]=1.[C:26](Cl)(=[O:28])[CH3:27].[CH2:30]([O:32]CC)[CH3:31]. (3) Given the product [NH:23]1[C:31]2[C:26](=[CH:27][CH:28]=[CH:29][CH:30]=2)[CH:25]=[N:24]1, predict the reactants needed to synthesize it. The reactants are: COCCN1CCN(C2C=CC(C=O)=C([N+]([O-])=O)C=2)CC1.[Br-].[NH:23]1[C:31]2[C:26](=[CH:27][CH:28]=[CH:29][CH:30]=2)[C:25](C[P+](C2C=CC=CC=2)(C2C=CC=CC=2)C2C=CC=CC=2)=[N:24]1.C(=O)([O-])[O-].[K+].[K+].O. (4) Given the product [CH3:11][CH:12]([CH3:21])[CH2:13][O:2][C:1]1[CH:8]=[CH:7][CH:6]=[CH:5][C:3]=1[O:4][CH2:28][CH:29]([CH3:31])[CH3:30], predict the reactants needed to synthesize it. The reactants are: [C:1]1([C:3](=[CH:5][CH:6]=[CH:7][CH:8]=1)[OH:4])[OH:2].N[C@H](C(O)=O)[CH2:11][C:12]1[CH:21]=C2C(C=CC=C2)=C[CH:13]=1.[OH-].[K+].Br[CH2:28][CH:29]([CH3:31])[CH3:30]. (5) Given the product [Cl:32][C:27]1[CH:26]=[C:25]([NH:24][C:11]2[C:10]3[C:15](=[CH:16][C:17]([O:18][CH2:19][C:20]([F:23])([F:22])[F:21])=[C:8]([NH:7][C:5](=[O:6])/[CH:4]=[CH:3]/[CH2:2][N:49]4[CH2:48][C@H:47]5[O:42][CH2:43][CH2:44][O:45][C@H:46]5[CH2:50]4)[CH:9]=3)[N:14]=[CH:13][N:12]=2)[CH:30]=[CH:29][C:28]=1[F:31], predict the reactants needed to synthesize it. The reactants are: Br[CH2:2]/[CH:3]=[CH:4]/[C:5]([NH:7][C:8]1[CH:9]=[C:10]2[C:15](=[CH:16][C:17]=1[O:18][CH2:19][C:20]([F:23])([F:22])[F:21])[N:14]=[CH:13][N:12]=[C:11]2[NH:24][C:25]1[CH:30]=[CH:29][C:28]([F:31])=[C:27]([Cl:32])[CH:26]=1)=[O:6].C(N(C(C)C)CC)(C)C.[O:42]1[C@H:47]2[CH2:48][NH:49][CH2:50][C@H:46]2[O:45][CH2:44][CH2:43]1.O. (6) Given the product [Br:1][C:2]1[C:3]([CH2:12][O:13][CH:14]2[CH2:19][CH2:18][CH2:17][CH2:16][O:15]2)=[C:4]([CH2:9][CH2:10][CH3:11])[C:5]([O:8][CH2:22][O:23][CH3:24])=[CH:6][CH:7]=1, predict the reactants needed to synthesize it. The reactants are: [Br:1][C:2]1[CH:7]=[CH:6][C:5]([OH:8])=[C:4]([CH2:9][CH2:10][CH3:11])[C:3]=1[CH2:12][O:13][CH:14]1[CH2:19][CH2:18][CH2:17][CH2:16][O:15]1.[H-].[Na+].[CH3:22][O:23][CH2:24]Cl.O. (7) The reactants are: [H-].[Na+].[CH2:3]([O:5][C:6](=[O:9])[CH2:7][SH:8])[CH3:4].[C:10]([C:13]([CH2:24][C:25]([CH3:27])=[CH2:26])=[C:14](OS(C(F)(F)F)(=O)=O)[CH3:15])(=O)[CH3:11].[OH-].[Na+]. Given the product [CH2:3]([O:5][C:6]([C:7]1[S:8][C:10]([CH3:11])=[C:13]([CH2:24][C:25]([CH3:27])=[CH2:26])[C:14]=1[CH3:15])=[O:9])[CH3:4], predict the reactants needed to synthesize it.